Task: Predict the reactants needed to synthesize the given product.. Dataset: Full USPTO retrosynthesis dataset with 1.9M reactions from patents (1976-2016) (1) The reactants are: [CH:1]1([C:6]2[N:10]3[C:11]4[C:16]([NH:17][C:18](=[O:19])[C:9]3=[CH:8][N:7]=2)=[CH:15][C:14]([C:20]([OH:22])=O)=[C:13]([CH3:23])[CH:12]=4)[CH2:5][CH2:4][CH2:3][CH2:2]1.C([N:27]([CH:30]([CH3:32])[CH3:31])[CH2:28][CH3:29])(C)C.ClCCl.F[P-](F)(F)(F)(F)F.Br[P+](N1CCCC1)(N1CCCC1)N1C[CH2:48][CH2:47][CH2:46]1. Given the product [CH:1]1([C:6]2[N:10]3[C:11]4[C:16]([NH:17][C:18](=[O:19])[C:9]3=[CH:8][N:7]=2)=[CH:15][C:14]([C:20]([N:27]2[C:30]3[C:31](=[CH:46][CH:47]=[CH:48][CH:32]=3)[CH2:29][CH2:28]2)=[O:22])=[C:13]([CH3:23])[CH:12]=4)[CH2:5][CH2:4][CH2:3][CH2:2]1, predict the reactants needed to synthesize it. (2) Given the product [CH3:1][N:2]1[CH:10]([CH3:11])[CH2:9][N:8]2[N:7]=[C:6]([N+:13]([O-:15])=[O:14])[CH:5]=[C:4]2[CH2:3]1, predict the reactants needed to synthesize it. The reactants are: [CH3:1][NH:2][CH2:3][C:4]1[N:8]([CH2:9][CH:10](O)[CH3:11])[N:7]=[C:6]([N+:13]([O-:15])=[O:14])[CH:5]=1.C1(P(C2C=CC=CC=2)C2C=CC=CC=2)C=CC=CC=1.N(C(OC(C)C)=O)=NC(OC(C)C)=O. (3) Given the product [F:22][C:15]1[CH:16]=[C:17]([O:20][CH3:21])[CH:18]=[CH:19][C:14]=1[S:11]([N:8]1[C:9]2[C:5](=[C:4]([O:23][CH3:24])[CH:3]=[C:2]([B:28]3[O:29][C:30]([CH3:32])([CH3:31])[C:26]([CH3:42])([CH3:25])[O:27]3)[CH:10]=2)[CH:6]=[CH:7]1)(=[O:13])=[O:12], predict the reactants needed to synthesize it. The reactants are: Br[C:2]1[CH:10]=[C:9]2[C:5]([CH:6]=[CH:7][N:8]2[S:11]([C:14]2[CH:19]=[CH:18][C:17]([O:20][CH3:21])=[CH:16][C:15]=2[F:22])(=[O:13])=[O:12])=[C:4]([O:23][CH3:24])[CH:3]=1.[CH3:25][C:26]1([CH3:42])[C:30]([CH3:32])([CH3:31])[O:29][B:28]([B:28]2[O:29][C:30]([CH3:32])([CH3:31])[C:26]([CH3:42])([CH3:25])[O:27]2)[O:27]1.C([O-])(=O)C.[K+]. (4) Given the product [CH:1]1([N:7]2[CH2:13][C:12]([F:15])([CH3:14])[C:11](=[O:16])[N:10]([CH3:17])[C:9]3[CH:18]=[N:19][C:20]([NH:22][C:23]4[CH:31]=[CH:30][C:26]([C:27]([NH:49][CH:44]5[CH2:43][N:48]([CH3:47])[CH2:45]5)=[O:28])=[CH:25][C:24]=4[O:32][CH3:33])=[N:21][C:8]2=3)[CH2:6][CH2:5][CH2:4][CH2:3][CH2:2]1, predict the reactants needed to synthesize it. The reactants are: [CH:1]1([N:7]2[CH2:13][C:12]([F:15])([CH3:14])[C:11](=[O:16])[N:10]([CH3:17])[C:9]3[CH:18]=[N:19][C:20]([NH:22][C:23]4[CH:31]=[CH:30][C:26]([C:27](O)=[O:28])=[CH:25][C:24]=4[O:32][CH3:33])=[N:21][C:8]2=3)[CH2:6][CH2:5][CH2:4][CH2:3][CH2:2]1.CN(C(ON1N=[N:49][C:44]2[CH:45]=C[CH:47]=[N:48][C:43]1=2)=[N+](C)C)C.F[P-](F)(F)(F)(F)F.Cl.CN1CC(N)C1. (5) Given the product [CH3:1][O:2][C:3]1[CH:4]=[CH:5][C:6]([CH2:7][O:8][C:9]2[CH:10]=[CH:11][C:12]([NH:15][S:25]([C:22]3[CH:23]=[CH:24][C:19]([CH3:18])=[CH:20][CH:21]=3)(=[O:27])=[O:26])=[N:13][CH:14]=2)=[CH:16][CH:17]=1, predict the reactants needed to synthesize it. The reactants are: [CH3:1][O:2][C:3]1[CH:17]=[CH:16][C:6]([CH2:7][O:8][C:9]2[CH:10]=[CH:11][C:12]([NH2:15])=[N:13][CH:14]=2)=[CH:5][CH:4]=1.[CH3:18][C:19]1[CH:24]=[CH:23][C:22]([S:25](Cl)(=[O:27])=[O:26])=[CH:21][CH:20]=1.